This data is from Forward reaction prediction with 1.9M reactions from USPTO patents (1976-2016). The task is: Predict the product of the given reaction. Given the reactants [CH3:1][C:2]1[CH:3]=[CH:4][CH:5]=[C:6]2[C:10]=1[N:9]([CH2:11][CH2:12][O:13][CH3:14])[CH:8]=[C:7]2[C:15]([OH:17])=O.Cl.[F:19][C:20]([F:39])([F:38])[C:21]([NH:23][CH2:24][C:25]1[CH:30]=[C:29]([CH:31]2[CH2:36][CH2:35][NH:34][CH2:33][CH2:32]2)[CH:28]=[CH:27][C:26]=1[F:37])=[O:22], predict the reaction product. The product is: [F:38][C:20]([F:19])([F:39])[C:21]([NH:23][CH2:24][C:25]1[CH:30]=[C:29]([CH:31]2[CH2:32][CH2:33][N:34]([C:15]([C:7]3[C:6]4[C:10](=[C:2]([CH3:1])[CH:3]=[CH:4][CH:5]=4)[N:9]([CH2:11][CH2:12][O:13][CH3:14])[CH:8]=3)=[O:17])[CH2:35][CH2:36]2)[CH:28]=[CH:27][C:26]=1[F:37])=[O:22].